Dataset: Full USPTO retrosynthesis dataset with 1.9M reactions from patents (1976-2016). Task: Predict the reactants needed to synthesize the given product. (1) Given the product [CH:25]1([N:23]2[C:9]3[N:10]=[C:11]([NH:14][CH2:15][CH2:16][CH2:17][N:18]4[CH:22]=[CH:21][N:20]=[CH:19]4)[N:12]=[CH:13][C:8]=3[C:7](=[O:31])[C:6]([C:4]([NH2:32])=[O:5])=[CH:24]2)[CH2:30][CH2:29][CH2:28][CH2:27][CH2:26]1, predict the reactants needed to synthesize it. The reactants are: C(O[C:4]([C:6]1[C:7](=[O:31])[C:8]2[CH:13]=[N:12][C:11]([NH:14][CH2:15][CH2:16][CH2:17][N:18]3[CH:22]=[CH:21][N:20]=[CH:19]3)=[N:10][C:9]=2[N:23]([CH:25]2[CH2:30][CH2:29][CH2:28][CH2:27][CH2:26]2)[CH:24]=1)=[O:5])C.[NH3:32]. (2) Given the product [CH2:18]([O:25][C:26](=[O:36])[NH:27][CH2:28][CH:29]1[CH2:34][CH2:33][CH2:32][CH:31]([NH:35][C:14]([C:13]2[C:9]([C:3]3[C:2]([Cl:1])=[CH:7][C:6]([Cl:8])=[CH:5][N:4]=3)=[N:10][O:11][C:12]=2[CH3:17])=[O:16])[CH2:30]1)[C:19]1[CH:20]=[CH:21][CH:22]=[CH:23][CH:24]=1, predict the reactants needed to synthesize it. The reactants are: [Cl:1][C:2]1[C:3]([C:9]2[C:13]([C:14]([OH:16])=O)=[C:12]([CH3:17])[O:11][N:10]=2)=[N:4][CH:5]=[C:6]([Cl:8])[CH:7]=1.[CH2:18]([O:25][C:26](=[O:36])[NH:27][CH2:28][CH:29]1[CH2:34][CH2:33][CH2:32][CH:31]([NH2:35])[CH2:30]1)[C:19]1[CH:24]=[CH:23][CH:22]=[CH:21][CH:20]=1.Cl.CN(C)CCCN=C=NCC.ON1C2N=CC=CC=2N=N1.C(N(CC)C(C)C)(C)C. (3) Given the product [CH3:1][O:2][C:3](=[O:14])[C:4]1[CH:9]=[CH:8][C:7]([NH:26][CH:27]([CH2:30][CH3:31])[CH2:28][CH3:29])=[C:6]([N+:11]([O-:13])=[O:12])[CH:5]=1, predict the reactants needed to synthesize it. The reactants are: [CH3:1][O:2][C:3](=[O:14])[C:4]1[CH:9]=[CH:8][C:7](F)=[C:6]([N+:11]([O-:13])=[O:12])[CH:5]=1.CN(C=O)C.C(=O)([O-])[O-].[K+].[K+].[NH2:26][CH:27]([CH2:30][CH3:31])[CH2:28][CH3:29]. (4) Given the product [OH:1][C:2]1[CH:10]=[CH:9][C:5]([C:6]([O:8][CH3:25])=[O:7])=[CH:4][C:3]=1[S:11]([N:14]1[CH2:19][CH2:18][O:17][CH2:16][CH2:15]1)(=[O:13])=[O:12], predict the reactants needed to synthesize it. The reactants are: [OH:1][C:2]1[CH:10]=[CH:9][C:5]([C:6]([OH:8])=[O:7])=[CH:4][C:3]=1[S:11]([N:14]1[CH2:19][CH2:18][O:17][CH2:16][CH2:15]1)(=[O:13])=[O:12].S(Cl)(Cl)=O.O.[CH3:25]O. (5) Given the product [Cl:12][C:10]1[CH:11]=[C:2]([NH:1][CH:18]2[CH2:19][CH2:20][O:15][CH2:16][CH2:17]2)[C:3]([O:13][CH3:14])=[C:4]([CH:9]=1)[C:5]([O:7][CH3:8])=[O:6], predict the reactants needed to synthesize it. The reactants are: [NH2:1][C:2]1[C:3]([O:13][CH3:14])=[C:4]([CH:9]=[C:10]([Cl:12])[CH:11]=1)[C:5]([O:7][CH3:8])=[O:6].[O:15]1[CH2:20][CH2:19][C:18](=O)[CH2:17][CH2:16]1.C(O)(=O)C.C(O[BH-](OC(=O)C)OC(=O)C)(=O)C.[Na+].C([O-])(O)=O.[Na+]. (6) Given the product [F:1][C:2]1[CH:7]=[CH:6][C:5]([NH:8][C:9](=[O:20])[C:10]2[CH:15]=[CH:14][CH:13]=[C:12]([C:16]([F:19])([F:17])[F:18])[CH:11]=2)=[CH:4][C:3]=1[C:21]1[N:26]2[N:27]=[CH:28][C:29]([I:30])=[C:25]2[N:24]=[CH:23][CH:22]=1, predict the reactants needed to synthesize it. The reactants are: [F:1][C:2]1[CH:7]=[CH:6][C:5]([NH:8][C:9](=[O:20])[C:10]2[CH:15]=[CH:14][CH:13]=[C:12]([C:16]([F:19])([F:18])[F:17])[CH:11]=2)=[CH:4][C:3]=1[C:21]1[N:26]2[N:27]=[CH:28][CH:29]=[C:25]2[N:24]=[CH:23][CH:22]=1.[I:30]N1C(=O)CCC1=O. (7) Given the product [C:27]([C:24]([NH:25][C:2]1[CH:7]=[CH:6][CH:5]=[CH:4][C:3]=1[CH:8]1[C:17]([CH3:19])([CH3:18])[CH2:16][C:15]2[C:10](=[CH:11][CH:12]=[C:13]([C:20]([OH:22])=[O:21])[CH:14]=2)[NH:9]1)([CH3:26])[CH3:23])([OH:29])=[O:28], predict the reactants needed to synthesize it. The reactants are: Br[C:2]1[CH:7]=[CH:6][CH:5]=[CH:4][C:3]=1[CH:8]1[C:17]([CH3:19])([CH3:18])[CH2:16][C:15]2[C:10](=[CH:11][CH:12]=[C:13]([C:20]([OH:22])=[O:21])[CH:14]=2)[NH:9]1.[CH3:23][C:24]([C:27]([OH:29])=[O:28])([CH3:26])[NH2:25].C(=O)([O-])[O-].[K+].[K+].